Dataset: Forward reaction prediction with 1.9M reactions from USPTO patents (1976-2016). Task: Predict the product of the given reaction. (1) Given the reactants [C:1]([C:5]1[CH:13]=[C:12]([Br:14])[C:11]([CH3:15])=[C:7]([C:8]([OH:10])=O)[C:6]=1[OH:16])([CH3:4])([CH3:3])[CH3:2].[Cl:17][C:18]1[CH:24]=[C:23]([C:25]#[N:26])[CH:22]=[CH:21][C:19]=1[NH2:20], predict the reaction product. The product is: [Br:14][C:12]1[C:11]([CH3:15])=[C:7]([C:6]([OH:16])=[C:5]([C:1]([CH3:2])([CH3:3])[CH3:4])[CH:13]=1)[C:8]([NH:20][C:19]1[CH:21]=[CH:22][C:23]([C:25]#[N:26])=[CH:24][C:18]=1[Cl:17])=[O:10]. (2) Given the reactants Br[C:2]1[CH:14]=[CH:13][C:12]2[C:11]3[C:6](=[CH:7][CH:8]=[CH:9][CH:10]=3)[C:5]([CH3:16])([CH3:15])[C:4]=2[CH:3]=1.[NH2:17][C:18]1[CH:30]=[CH:29][C:28]2[C:27]3[C:22](=[CH:23][CH:24]=[CH:25][CH:26]=3)[C:21]([CH3:32])([CH3:31])[C:20]=2[CH:19]=1.CC(C)([O-])C.[Na+], predict the reaction product. The product is: [CH3:15][C:5]1([CH3:16])[C:4]2[CH:3]=[C:2]([NH:17][C:18]3[CH:30]=[CH:29][C:28]4[C:27]5[C:22](=[CH:23][CH:24]=[CH:25][CH:26]=5)[C:21]([CH3:32])([CH3:31])[C:20]=4[CH:19]=3)[CH:14]=[CH:13][C:12]=2[C:11]2[C:6]1=[CH:7][CH:8]=[CH:9][CH:10]=2. (3) Given the reactants [CH3:1][N:2]1[CH2:7][CH2:6][N:5]([C:8]2[CH:9]=[C:10]([CH2:17][C:18]([NH2:20])=[O:19])[C:11]([N+]([O-])=O)=[N:12][CH:13]=2)[CH2:4][CH2:3]1.C[O:22][C:23](=O)[C:24]([C:26]1[C:34]2[C:29](=[C:30]([CH3:35])[CH:31]=[CH:32][CH:33]=2)[NH:28][CH:27]=1)=O.[CH3:37]C([O-])(C)C.[K+], predict the reaction product. The product is: [CH3:35][C:30]1[CH:31]=[CH:32][CH:33]=[C:34]2[C:29]=1[NH:28][CH:27]=[C:26]2[C:24]1[C:23](=[O:22])[NH:20][C:18](=[O:19])[C:17]=1[C:10]1[C:11]([CH3:37])=[N:12][CH:13]=[C:8]([N:5]2[CH2:6][CH2:7][N:2]([CH3:1])[CH2:3][CH2:4]2)[CH:9]=1.